Dataset: Peptide-MHC class I binding affinity with 185,985 pairs from IEDB/IMGT. Task: Regression. Given a peptide amino acid sequence and an MHC pseudo amino acid sequence, predict their binding affinity value. This is MHC class I binding data. (1) The binding affinity (normalized) is 0.0847. The peptide sequence is SLFTEQAFY. The MHC is HLA-A02:03 with pseudo-sequence HLA-A02:03. (2) The peptide sequence is FIFGKMGAG. The MHC is HLA-B58:01 with pseudo-sequence HLA-B58:01. The binding affinity (normalized) is 0.0847. (3) The peptide sequence is LRPNGKKKYML. The MHC is Mamu-B03 with pseudo-sequence Mamu-B03. The binding affinity (normalized) is 0.261. (4) The peptide sequence is FPPTSFGPL. The MHC is HLA-A02:02 with pseudo-sequence HLA-A02:02. The binding affinity (normalized) is 0.